From a dataset of Reaction yield outcomes from USPTO patents with 853,638 reactions. Predict the reaction yield, written as a fraction of the theoretical maximum amount of product (1.0 means a 100% yield; for example, 0.34 means a 34% yield). (1) The reactants are [CH2:1]([N:5]([CH2:25][CH2:26][CH2:27][CH3:28])[C:6]([C:8]1[C:12]([Cl:13])=[C:11]([CH3:14])[N:10]([C:15]2[CH:20]=[CH:19][C:18]([O:21][CH3:22])=[CH:17][C:16]=2[C:23]#N)[N:9]=1)=[O:7])[CH2:2][CH2:3][CH3:4].[OH-:29].[K+].Cl.C[OH:33].C(Cl)Cl. The catalyst is C(O)C.O. The product is [Cl:13][C:12]1[C:8]([C:6](=[O:7])[N:5]([CH2:1][CH2:2][CH2:3][CH3:4])[CH2:25][CH2:26][CH2:27][CH3:28])=[N:9][N:10]([C:15]2[CH:20]=[CH:19][C:18]([O:21][CH3:22])=[CH:17][C:16]=2[C:23]([OH:33])=[O:29])[C:11]=1[CH3:14]. The yield is 0.390. (2) No catalyst specified. The product is [C:1]([O:5][C:6]([N:8]1[CH2:13][CH2:12][CH2:11][C@@H:10]([O:14][CH2:16][C:17]2[S:21][C:20]([C:22]3[CH:27]=[CH:26][C:25]([Cl:28])=[CH:24][CH:23]=3)=[N:19][C:18]=2[CH3:29])[CH2:9]1)=[O:7])([CH3:4])([CH3:2])[CH3:3]. The reactants are [C:1]([O:5][C:6]([N:8]1[CH2:13][CH2:12][CH2:11][C@@H:10]([OH:14])[CH2:9]1)=[O:7])([CH3:4])([CH3:3])[CH3:2].Cl[CH2:16][C:17]1[S:21][C:20]([C:22]2[CH:27]=[CH:26][C:25]([Cl:28])=[CH:24][CH:23]=2)=[N:19][C:18]=1[CH3:29]. The yield is 0.780. (3) The reactants are [CH3:1][C:2]1[CH:3]=[C:4]([OH:11])[CH:5]=[CH:6][C:7]=1[N+:8]([O-:10])=[O:9].C(=O)([O-])[O-].[K+].[K+].[CH2:18](OS(OCC)(=O)=O)[CH3:19].N. The catalyst is CC(=O)CC. The product is [CH2:18]([O:11][C:4]1[CH:5]=[CH:6][C:7]([N+:8]([O-:10])=[O:9])=[C:2]([CH3:1])[CH:3]=1)[CH3:19]. The yield is 0.970. (4) The yield is 0.990. The reactants are [N:1]1[CH:6]=[CH:5][CH:4]=[C:3]([C:7]2[CH:8]=[C:9]([CH:13]=[CH:14][CH:15]=2)[C:10]([OH:12])=[O:11])[CH:2]=1.[C:16](Cl)(=O)C(Cl)=O. The product is [N:1]1[CH:6]=[CH:5][CH:4]=[C:3]([C:7]2[CH:8]=[C:9]([CH:13]=[CH:14][CH:15]=2)[C:10]([O:12][CH3:16])=[O:11])[CH:2]=1. The catalyst is C(Cl)Cl.CO. (5) The product is [Br:13][C:14]1[CH:19]=[CH:18][C:17]([Cl:20])=[CH:16][C:15]=1[CH2:21][O:1][C:2]1[CH:11]=[C:10]2[C:5]([CH2:6][CH2:7][CH2:8][C:9]2=[O:12])=[CH:4][CH:3]=1. The catalyst is CN(C)C=O.C(OCC)(=O)C. The reactants are [OH:1][C:2]1[CH:11]=[C:10]2[C:5]([CH2:6][CH2:7][CH2:8][C:9]2=[O:12])=[CH:4][CH:3]=1.[Br:13][C:14]1[CH:19]=[CH:18][C:17]([Cl:20])=[CH:16][C:15]=1[CH2:21]Br.C(=O)([O-])[O-].[K+].[K+]. The yield is 0.890. (6) The reactants are [C:1]1([C:7]2[C:15]3[C:14]([N:16]4[CH2:21][CH2:20][CH:19]([CH2:22][O:23][CH2:24][CH2:25][N:26]5[CH2:30][CH2:29][CH2:28][CH2:27]5)[CH2:18][CH2:17]4)=[N:13][CH:12]=[N:11][C:10]=3[S:9][C:8]=2[C:31](OC)=[O:32])[CH:6]=[CH:5][CH:4]=[CH:3][CH:2]=1.CC(C[AlH]CC(C)C)C. The catalyst is C1COCC1. The product is [C:1]1([C:7]2[C:15]3[C:14]([N:16]4[CH2:17][CH2:18][CH:19]([CH2:22][O:23][CH2:24][CH2:25][N:26]5[CH2:27][CH2:28][CH2:29][CH2:30]5)[CH2:20][CH2:21]4)=[N:13][CH:12]=[N:11][C:10]=3[S:9][C:8]=2[CH2:31][OH:32])[CH:2]=[CH:3][CH:4]=[CH:5][CH:6]=1. The yield is 0.0300. (7) The reactants are [NH2:1][CH:2]([CH:4]1[CH2:9][CH2:8][N:7]([C:10]([O:12][C:13]([CH3:16])([CH3:15])[CH3:14])=[O:11])[CH2:6][CH2:5]1)[CH3:3].[Br:17][C:18]1[C:19](Cl)=[N:20][C:21]([Cl:24])=[N:22][CH:23]=1.C(N(C(C)C)C(C)C)C. The product is [Br:17][C:18]1[C:19]([NH:1][CH:2]([CH:4]2[CH2:5][CH2:6][N:7]([C:10]([O:12][C:13]([CH3:15])([CH3:14])[CH3:16])=[O:11])[CH2:8][CH2:9]2)[CH3:3])=[N:20][C:21]([Cl:24])=[N:22][CH:23]=1. The yield is 0.972. The catalyst is C(O)C. (8) The reactants are [CH3:1][O:2][C:3]1[CH:8]=[CH:7][CH:6]=[CH:5][C:4]=1[NH:9][C:10](=[O:28])[NH:11][C:12]1[CH:17]=[CH:16][C:15]([CH2:18][C:19]([O:21]C(C)(C)C)=[O:20])=[CH:14][C:13]=1[O:26][CH3:27].FC(F)(F)C(O)=O. The catalyst is C(Cl)Cl. The product is [CH3:1][O:2][C:3]1[CH:8]=[CH:7][CH:6]=[CH:5][C:4]=1[NH:9][C:10](=[O:28])[NH:11][C:12]1[CH:17]=[CH:16][C:15]([CH2:18][C:19]([OH:21])=[O:20])=[CH:14][C:13]=1[O:26][CH3:27]. The yield is 0.820. (9) The reactants are [OH:1][CH2:2][CH:3]1[CH2:5][C@@:4]1([C:8]1[C:17]2[C:12](=CC=CC=2)C=[CH:10][CH:9]=1)[C:6]#N.C(O)C.[OH-:21].[Na+].[ClH:23].Cl[CH2:25][Cl:26]. No catalyst specified. The product is [Cl:23][C:10]1[CH:9]=[C:8]([C@:4]23[CH2:5][C@H:3]2[CH2:2][O:1][C:6]3=[O:21])[CH:17]=[CH:12][C:25]=1[Cl:26]. The yield is 0.500. (10) The yield is 0.940. The catalyst is O.CCO. The reactants are [C:1]([C:3]1[CH:11]=[CH:10][CH:9]=[C:8]2[C:4]=1[CH:5]=[CH:6][NH:7]2)#[N:2].Cl.[NH2:13][OH:14].C([O-])([O-])=O.[Na+].[Na+]. The product is [OH:14][NH:13][C:1]([C:3]1[C:4]2[CH:5]=[CH:6][NH:7][C:8]=2[CH:9]=[CH:10][CH:11]=1)=[NH:2].